Dataset: Forward reaction prediction with 1.9M reactions from USPTO patents (1976-2016). Task: Predict the product of the given reaction. (1) Given the reactants [Br:1][C:2]1[CH:11]=[CH:10][C:5]([C:6]([O:8]C)=O)=[C:4]([N:12]=[C:13]=[S:14])[CH:3]=1.[NH2:15][CH:16]1[CH2:24][C:23]2[C:18](=[CH:19][CH:20]=[CH:21][CH:22]=2)[CH2:17]1.CC(C)([O-])C.[K+].O, predict the reaction product. The product is: [Br:1][C:2]1[CH:3]=[C:4]2[C:5]([C:6](=[O:8])[N:15]([CH:16]3[CH2:24][C:23]4[C:18](=[CH:19][CH:20]=[CH:21][CH:22]=4)[CH2:17]3)[C:13](=[S:14])[NH:12]2)=[CH:10][CH:11]=1. (2) Given the reactants Br[C:2]1[CH:20]=[CH:19][C:5]([CH2:6][CH:7]2[CH2:11][CH2:10][N:9]([CH:12]3[CH2:17][CH2:16][CH2:15][CH2:14][CH2:13]3)[C:8]2=[O:18])=[C:4]([Cl:21])[CH:3]=1.[Si]([C:26]#[N:27])(C)(C)C.O, predict the reaction product. The product is: [Cl:21][C:4]1[CH:3]=[C:2]([CH:20]=[CH:19][C:5]=1[CH2:6][CH:7]1[CH2:11][CH2:10][N:9]([CH:12]2[CH2:17][CH2:16][CH2:15][CH2:14][CH2:13]2)[C:8]1=[O:18])[C:26]#[N:27]. (3) Given the reactants [CH3:1][O:2][C:3]1[CH:8]=[CH:7][C:6]([C:9]2[C:10](=[O:19])[NH:11][C:12]3([CH2:18][CH2:17][CH2:16][CH2:15][CH2:14]3)[N:13]=2)=[CH:5][CH:4]=1.Br[CH2:21][C:22]([O:24][CH2:25][CH3:26])=[O:23].C(=O)([O-])[O-].[K+].[K+], predict the reaction product. The product is: [CH2:25]([O:24][C:22](=[O:23])[CH2:21][N:11]1[C:12]2([CH2:18][CH2:17][CH2:16][CH2:15][CH2:14]2)[N:13]=[C:9]([C:6]2[CH:5]=[CH:4][C:3]([O:2][CH3:1])=[CH:8][CH:7]=2)[C:10]1=[O:19])[CH3:26]. (4) Given the reactants [C:1]1([C:7]2[N:8]=[N:9][N:10]([CH2:12][C:13]([C:15]3[CH:20]=[CH:19][CH:18]=[CH:17][CH:16]=3)=[O:14])[CH:11]=2)[CH:6]=[CH:5][CH:4]=[CH:3][CH:2]=1.[F:21][C:22]([F:29])([F:28])[S:23]([O:26]C)(=[O:25])=[O:24], predict the reaction product. The product is: [F:21][C:22]([F:29])([F:28])[S:23]([O-:26])(=[O:25])=[O:24].[CH3:22][N:8]1[C:7]([C:1]2[CH:6]=[CH:5][CH:4]=[CH:3][CH:2]=2)=[CH:11][N+:10]([CH2:12][C:13]([C:15]2[CH:16]=[CH:17][CH:18]=[CH:19][CH:20]=2)=[O:14])=[N:9]1. (5) Given the reactants [F:1][C:2]1[C:7]([C:8]([CH2:10][C:11]([O:13][CH2:14][CH3:15])=[O:12])=[O:9])=[C:6]([F:16])[C:5]([F:17])=[C:4]([F:18])[C:3]=1[F:19].[CH:20](OCC)(OCC)OCC.C(OC(=O)C)(=O)C.[CH:37]1([NH2:40])[CH2:39][CH2:38]1, predict the reaction product. The product is: [F:1][C:2]1[C:7]([C:8]([C:10](=[CH:20][NH:40][CH:37]2[CH2:39][CH2:38]2)[C:11]([O:13][CH2:14][CH3:15])=[O:12])=[O:9])=[C:6]([F:16])[C:5]([F:17])=[C:4]([F:18])[C:3]=1[F:19]. (6) Given the reactants [NH2:1][C:2]1[C:10]([O:11][CH3:12])=[C:9]([F:13])[C:8]([I:14])=[C:7]([CH3:15])[C:3]=1[C:4]([OH:6])=O.[C:16](Cl)(=[O:20])[CH:17]([CH3:19])[CH3:18].[N:22]1C=CC=CC=1.C([O-])(=O)C.[NH4+], predict the reaction product. The product is: [F:13][C:9]1[C:10]([O:11][CH3:12])=[C:2]([NH:1][C:16](=[O:20])[CH:17]([CH3:19])[CH3:18])[C:3]([C:4]([NH2:22])=[O:6])=[C:7]([CH3:15])[C:8]=1[I:14].